From a dataset of Full USPTO retrosynthesis dataset with 1.9M reactions from patents (1976-2016). Predict the reactants needed to synthesize the given product. (1) Given the product [ClH:1].[C:31]([NH:35][CH2:28][C:11]1[CH:12]=[C:13]([CH2:15][CH2:16][CH2:17][C:18]2[CH:23]=[CH:22][C:21]([C:24]([F:25])([F:27])[F:26])=[CH:20][CH:19]=2)[CH:14]=[C:9]([C:4]2[CH:5]=[CH:6][C:7]([Cl:8])=[C:2]([Cl:1])[CH:3]=2)[C:10]=1[OH:30])([CH3:34])([CH3:33])[CH3:32], predict the reactants needed to synthesize it. The reactants are: [Cl:1][C:2]1[CH:3]=[C:4]([C:9]2[CH:14]=[C:13]([CH2:15][CH2:16][CH2:17][C:18]3[CH:23]=[CH:22][C:21]([C:24]([F:27])([F:26])[F:25])=[CH:20][CH:19]=3)[CH:12]=[C:11]([CH:28]=O)[C:10]=2[OH:30])[CH:5]=[CH:6][C:7]=1[Cl:8].[C:31]([NH2:35])([CH3:34])([CH3:33])[CH3:32]. (2) Given the product [F:36][C:25]([F:24])([C:29]1[CH:34]=[CH:33][C:32]([F:35])=[CH:31][CH:30]=1)[C:26]([OH:28])=[O:27].[F:24][C:25]([F:36])([C:29]1[CH:34]=[CH:33][C:32]([F:35])=[CH:31][CH:30]=1)[C:26]([N:38]([O:39][CH3:40])[CH3:37])=[O:27], predict the reactants needed to synthesize it. The reactants are: FC1C=CC(C(=O)C(OCC)=O)=CC=1.C(N(S(F)(F)F)CC)C.[F:24][C:25]([F:36])([C:29]1[CH:34]=[CH:33][C:32]([F:35])=[CH:31][CH:30]=1)[C:26]([OH:28])=[O:27].[CH3:37][NH:38][O:39][CH3:40].F[P-](F)(F)(F)(F)F.N1(OC(N(C)C)=[N+](C)C)C2N=CC=CC=2N=N1. (3) Given the product [F:1][C:2]1[CH:25]=[C:24]([F:26])[CH:23]=[CH:22][C:3]=1[CH2:4][N:5]1[C:13]2[CH2:12][CH2:11][N:10]([C:33](=[O:37])[CH:34]([CH3:36])[CH3:35])[CH2:9][C:8]=2[C:7]([C:14]2[CH:15]=[C:16]([CH:19]=[CH:20][CH:21]=2)[C:17]#[N:18])=[N:6]1, predict the reactants needed to synthesize it. The reactants are: [F:1][C:2]1[CH:25]=[C:24]([F:26])[CH:23]=[CH:22][C:3]=1[CH2:4][N:5]1[C:13]2[CH2:12][CH2:11][NH:10][CH2:9][C:8]=2[C:7]([C:14]2[CH:15]=[C:16]([CH:19]=[CH:20][CH:21]=2)[C:17]#[N:18])=[N:6]1.C([O-])([O-])=O.[K+].[K+].[C:33](Cl)(=[O:37])[CH:34]([CH3:36])[CH3:35].O. (4) Given the product [ClH:39].[ClH:39].[F:21][C:22]1[CH:27]=[C:26]([C:2]2[CH:3]=[C:4]3[C:9](=[C:10]([CH3:12])[CH:11]=2)[N:8]=[C:7]([C:13]2[CH:14]=[N:15][CH:16]=[CH:17][CH:18]=2)[N:6]=[C:5]3[NH:19][CH3:20])[CH:25]=[CH:24][CH:23]=1, predict the reactants needed to synthesize it. The reactants are: Br[C:2]1[CH:3]=[C:4]2[C:9](=[C:10]([CH3:12])[CH:11]=1)[N:8]=[C:7]([C:13]1[CH:14]=[N:15][CH:16]=[CH:17][CH:18]=1)[N:6]=[C:5]2[NH:19][CH3:20].[F:21][C:22]1[CH:23]=[C:24](B(O)O)[CH:25]=[CH:26][CH:27]=1.[O-]P([O-])([O-])=O.[K+].[K+].[K+].[ClH:39]. (5) Given the product [F:13][C:5]1[C:6]([O:12][CH2:22][CH2:21][C:17]2[CH:16]=[C:15]([CH3:24])[CH:20]=[CH:19][CH:18]=2)=[C:7]([O:10][CH3:11])[CH:8]=[CH:9][C:4]=1[C:3]([NH:39][C:30]1([C:28]([OH:29])=[O:27])[CH2:31][C:32]2[C:37](=[CH:36][CH:35]=[CH:34][CH:33]=2)[CH2:38]1)=[O:14], predict the reactants needed to synthesize it. The reactants are: CO[C:3](=[O:14])[C:4]1[CH:9]=[CH:8][C:7]([O:10][CH3:11])=[C:6]([OH:12])[C:5]=1[F:13].[C:15]1([CH3:24])[CH:20]=[CH:19][CH:18]=[C:17]([CH2:21][CH2:22]O)[CH:16]=1.Cl.C[O:27][C:28]([C:30]1([NH2:39])[CH2:38][C:37]2[C:32](=[CH:33][CH:34]=[CH:35][CH:36]=2)[CH2:31]1)=[O:29]. (6) Given the product [N:17]1([C:13]2[CH:12]=[C:11]([C:8]3[N:5]4[CH:6]=[CH:7][C:2]([C:24]5[CH:23]=[N:22][CH:27]=[CH:26][CH:25]=5)=[CH:3][C:4]4=[N:10][CH:9]=3)[CH:16]=[CH:15][CH:14]=2)[CH:21]=[CH:20][CH:19]=[N:18]1, predict the reactants needed to synthesize it. The reactants are: Cl[C:2]1[CH:7]=[CH:6][N:5]2[C:8]([C:11]3[CH:16]=[CH:15][CH:14]=[C:13]([N:17]4[CH:21]=[CH:20][CH:19]=[N:18]4)[CH:12]=3)=[CH:9][N:10]=[C:4]2[CH:3]=1.[N:22]1[CH:27]=[CH:26][CH:25]=[C:24](B(O)O)[CH:23]=1.CCO.C([O-])([O-])=O.[Na+].[Na+]. (7) The reactants are: [CH:1]1([N:7]([CH:28]2[CH2:33][CH2:32][NH2+:31][CH2:30][CH2:29]2)[C:8]([NH:10][C:11]2[S:12][C:13]([CH2:16][N:17]3[CH2:22][CH2:21][N:20]([S:23]([CH2:26][CH3:27])(=[O:25])=[O:24])[CH2:19][CH2:18]3)=[CH:14][N:15]=2)=[O:9])[CH2:6][CH2:5][CH2:4][CH2:3][CH2:2]1.[Cl-].[CH:35]1([C:40](Cl)=[O:41])[CH2:39][CH2:38][CH2:37][CH2:36]1. Given the product [CH:1]1([N:7]([CH:28]2[CH2:33][CH2:32][N:31]([C:40]([CH:35]3[CH2:39][CH2:38][CH2:37][CH2:36]3)=[O:41])[CH2:30][CH2:29]2)[C:8]([NH:10][C:11]2[S:12][C:13]([CH2:16][N:17]3[CH2:22][CH2:21][N:20]([S:23]([CH2:26][CH3:27])(=[O:25])=[O:24])[CH2:19][CH2:18]3)=[CH:14][N:15]=2)=[O:9])[CH2:6][CH2:5][CH2:4][CH2:3][CH2:2]1, predict the reactants needed to synthesize it.